Dataset: Forward reaction prediction with 1.9M reactions from USPTO patents (1976-2016). Task: Predict the product of the given reaction. (1) Given the reactants [C:1]([C:4]1[C:5]([O:17][C:18](=[O:20])[CH3:19])=[C:6]([C:9]2[CH:14]=[CH:13][C:12]([Cl:15])=[C:11]([Cl:16])[CH:10]=2)[S:7][CH:8]=1)(=O)[CH3:2].[NH:21]([C:23]([C:25]1[CH:33]=[CH:32][C:28]([C:29]([OH:31])=[O:30])=[C:27]([N+:34]([O-:36])=[O:35])[CH:26]=1)=[O:24])[NH2:22], predict the reaction product. The product is: [C:18]([O:17][C:5]1[C:4]([C:1](=[N:22][NH:21][C:23]([C:25]2[CH:33]=[CH:32][C:28]([C:29]([OH:31])=[O:30])=[C:27]([N+:34]([O-:36])=[O:35])[CH:26]=2)=[O:24])[CH3:2])=[CH:8][S:7][C:6]=1[C:9]1[CH:14]=[CH:13][C:12]([Cl:15])=[C:11]([Cl:16])[CH:10]=1)(=[O:20])[CH3:19]. (2) The product is: [C:1]([O:5][C:6](=[O:20])[NH:7][C:8]1[CH:13]=[CH:12][C:11]([O:14][C:15]([F:18])([F:17])[F:16])=[CH:10][C:9]=1[NH:19][C:26](=[O:25])[CH2:27][C:28](=[O:41])[C:29]1[CH:34]=[CH:33][CH:32]=[C:31]([C:35]2[CH:40]=[CH:39][CH:38]=[CH:37][N:36]=2)[CH:30]=1)([CH3:4])([CH3:2])[CH3:3]. Given the reactants [C:1]([O:5][C:6](=[O:20])[NH:7][C:8]1[CH:13]=[CH:12][C:11]([O:14][C:15]([F:18])([F:17])[F:16])=[CH:10][C:9]=1[NH2:19])([CH3:4])([CH3:3])[CH3:2].C([O:25][C:26](=O)[CH2:27][C:28](=[O:41])[C:29]1[CH:34]=[CH:33][CH:32]=[C:31]([C:35]2[CH:40]=[CH:39][CH:38]=[CH:37][N:36]=2)[CH:30]=1)(C)(C)C, predict the reaction product.